From a dataset of Full USPTO retrosynthesis dataset with 1.9M reactions from patents (1976-2016). Predict the reactants needed to synthesize the given product. (1) Given the product [F:24][C:23]([F:26])([F:25])[CH2:22][O:11][C:1]1[C:10]2[C:5](=[CH:6][CH:7]=[CH:8][CH:9]=2)[CH:4]=[CH:3][CH:2]=1, predict the reactants needed to synthesize it. The reactants are: [C:1]1([OH:11])[C:10]2[C:5](=[CH:6][CH:7]=[CH:8][CH:9]=2)[CH:4]=[CH:3][CH:2]=1.C1(C)C=CC(S(O[CH2:22][C:23]([F:26])([F:25])[F:24])(=O)=O)=CC=1. (2) Given the product [C:25]([C:10]1[CH:11]=[C:12]([CH2:15][CH:16]([O:22][CH2:23][CH3:24])[C:17]([O:19][CH2:20][CH3:21])=[O:18])[CH:13]=[CH:14][C:9]=1[OH:8])([CH3:27])([CH3:26])[CH3:28], predict the reactants needed to synthesize it. The reactants are: C([O:8][C:9]1[CH:14]=[CH:13][C:12](/[CH:15]=[C:16](\[O:22][CH2:23][CH3:24])/[C:17]([O:19][CH2:20][CH3:21])=[O:18])=[CH:11][C:10]=1[C:25]([CH3:28])([CH3:27])[CH3:26])C1C=CC=CC=1. (3) Given the product [Cl:1][C:2]1[N:10]=[C:9]2[C:5]([N:6]=[C:7]([CH:12]3[CH2:13][CH2:14]3)[N:8]2[CH2:11][CH3:23])=[C:4]([N:15]2[CH2:20][CH2:19][O:18][CH2:17][C@@H:16]2[CH3:21])[N:3]=1, predict the reactants needed to synthesize it. The reactants are: [Cl:1][C:2]1[N:10]=[C:9]2[C:5]([N:6]=[C:7]([CH:12]3[CH2:14][CH2:13]3)[N:8]2[CH3:11])=[C:4]([N:15]2[CH2:20][CH2:19][O:18][CH2:17][C@@H:16]2[CH3:21])[N:3]=1.Cl[C:23]1N=C2C(N=C(I)N2CC)=C(N2CCOC[C@@H]2C)N=1. (4) Given the product [CH3:1][O:2][C:3]1[CH:4]=[C:5]([C:6]([N:24]2[CH2:25][CH2:26][NH:21][CH2:22][CH:23]2[C:27]2[CH:32]=[CH:31][CH:30]=[CH:29][CH:28]=2)=[O:7])[CH:9]=[CH:10][C:11]=1[O:12][CH3:13], predict the reactants needed to synthesize it. The reactants are: [CH3:1][O:2][C:3]1[CH:4]=[C:5]([CH:9]=[CH:10][C:11]=1[O:12][CH3:13])[C:6](Cl)=[O:7].C(OC([N:21]1[CH2:26][CH2:25][NH:24][CH:23]([C:27]2[CH:32]=[CH:31][CH:30]=[CH:29][CH:28]=2)[CH2:22]1)=O)(C)(C)C. (5) Given the product [CH2:1]([O:3][C:4]([C:6]1[NH:15][C:9]2[N:10]=[CH:11][N:12]=[C:13]([Cl:18])[C:8]=2[CH:7]=1)=[O:5])[CH3:2], predict the reactants needed to synthesize it. The reactants are: [CH2:1]([O:3][C:4]([C:6]1[NH:15][C:9]2[N:10]=[CH:11][N:12]=[C:13](O)[C:8]=2[CH:7]=1)=[O:5])[CH3:2].S(Cl)([Cl:18])=O.C([O-])(O)=O.[Na+].